From a dataset of NCI-60 drug combinations with 297,098 pairs across 59 cell lines. Regression. Given two drug SMILES strings and cell line genomic features, predict the synergy score measuring deviation from expected non-interaction effect. Drug 1: C1=NC2=C(N1)C(=S)N=C(N2)N. Synergy scores: CSS=34.6, Synergy_ZIP=2.09, Synergy_Bliss=2.31, Synergy_Loewe=1.17, Synergy_HSA=1.20. Cell line: DU-145. Drug 2: CC1CCCC2(C(O2)CC(NC(=O)CC(C(C(=O)C(C1O)C)(C)C)O)C(=CC3=CSC(=N3)C)C)C.